Dataset: Reaction yield outcomes from USPTO patents with 853,638 reactions. Task: Predict the reaction yield, written as a fraction of the theoretical maximum amount of product (1.0 means a 100% yield; for example, 0.34 means a 34% yield). (1) The reactants are [Cl:1][C:2]1[CH:28]=[CH:27][C:5]([CH2:6][C:7]2[C:16]([OH:17])=[C:15]([C:18]([OH:20])=[O:19])[C:14]3[C:9](=[C:10](C4C=CC=CC=4)[CH:11]=[CH:12][CH:13]=3)[N:8]=2)=[CH:4][CH:3]=1.[Br:29]C1C=CC=C2C=1NC(=O)C2=O.C(OCC(=O)CC1C=CC(Cl)=CC=1)(=O)C. No catalyst specified. The product is [Br:29][C:10]1[CH:11]=[CH:12][CH:13]=[C:14]2[C:9]=1[N:8]=[C:7]([CH2:6][C:5]1[CH:27]=[CH:28][C:2]([Cl:1])=[CH:3][CH:4]=1)[C:16]([OH:17])=[C:15]2[C:18]([OH:20])=[O:19]. The yield is 0.230. (2) The reactants are [F:1][C:2]1[CH:3]=[C:4]2[C:9](=[C:10]([O:12][Si:13]([CH:20]([CH3:22])[CH3:21])([CH:17]([CH3:19])[CH3:18])[CH:14]([CH3:16])[CH3:15])[CH:11]=1)[N:8]=[C:7]([CH:23]=O)[CH:6]=[CH:5]2.[NH:25]([C:27]1[CH:32]=[CH:31][CH:30]=[CH:29][N:28]=1)[NH2:26]. The catalyst is CCO. The product is [F:1][C:2]1[CH:3]=[C:4]2[C:9](=[C:10]([O:12][Si:13]([CH:20]([CH3:22])[CH3:21])([CH:17]([CH3:19])[CH3:18])[CH:14]([CH3:16])[CH3:15])[CH:11]=1)[N:8]=[C:7]([CH:23]=[N:26][NH:25][C:27]1[CH:32]=[CH:31][CH:30]=[CH:29][N:28]=1)[CH:6]=[CH:5]2. The yield is 0.740. (3) The reactants are Br[C:2]([CH3:26])([CH3:25])[C:3]([C:5]1[CH:10]=[CH:9][C:8]([C:11]23[CH2:19][CH2:18][C:15]([CH2:20][C:21]([O:23][CH3:24])=[O:22])([CH2:16][CH2:17]2)[CH2:14][CH2:13][CH2:12]3)=[CH:7][CH:6]=1)=O.[NH2:27][C:28]1[C:29]([OH:35])=[N:30][CH:31]=[N:32][C:33]=1[NH2:34].Cl. The catalyst is CCO. The product is [NH2:34][C:33]1[C:28]2[N:27]=[C:3]([C:5]3[CH:10]=[CH:9][C:8]([C:11]45[CH2:19][CH2:18][C:15]([CH2:20][C:21]([O:23][CH3:24])=[O:22])([CH2:16][CH2:17]4)[CH2:14][CH2:13][CH2:12]5)=[CH:7][CH:6]=3)[C:2]([CH3:26])([CH3:25])[O:35][C:29]=2[N:30]=[CH:31][N:32]=1. The yield is 0.650. (4) The reactants are FC1C=CC(CN)=CC=1.[F:10][C:11]1[CH:12]=[C:13]([CH:16]=[CH:17][C:18]=1[F:19])[CH2:14][NH2:15].[CH2:20]([N:27]1[CH2:31][CH2:30][N:29]([C:32]2[S:33][C:34]([C:38](O)=[O:39])=[C:35]([CH3:37])[N:36]=2)[C:28]1=[O:41])[C:21]1[CH:26]=[CH:25][CH:24]=[CH:23][CH:22]=1. No catalyst specified. The product is [CH2:20]([N:27]1[CH2:31][CH2:30][N:29]([C:32]2[S:33][C:34]([C:38]([NH:15][CH2:14][C:13]3[CH:16]=[CH:17][C:18]([F:19])=[C:11]([F:10])[CH:12]=3)=[O:39])=[C:35]([CH3:37])[N:36]=2)[C:28]1=[O:41])[C:21]1[CH:26]=[CH:25][CH:24]=[CH:23][CH:22]=1. The yield is 0.430. (5) The product is [F:17][C:14]1[CH:15]=[CH:16][C:11]([NH:10][C:9]2[C:4]3[CH:3]=[C:2]([NH:31][CH2:30][C:29]4[CH:32]=[CH:33][C:26]([O:25][CH3:24])=[CH:27][CH:28]=4)[N:23]=[CH:22][C:5]=3[N:6]=[CH:7][N:8]=2)=[CH:12][C:13]=1[C:18]([F:20])([F:19])[F:21]. The yield is 0.740. The reactants are F[C:2]1[N:23]=[CH:22][C:5]2[N:6]=[CH:7][N:8]=[C:9]([NH:10][C:11]3[CH:16]=[CH:15][C:14]([F:17])=[C:13]([C:18]([F:21])([F:20])[F:19])[CH:12]=3)[C:4]=2[CH:3]=1.[CH3:24][O:25][C:26]1[CH:33]=[CH:32][C:29]([CH2:30][NH2:31])=[CH:28][CH:27]=1. The catalyst is CS(C)=O.